The task is: Predict which catalyst facilitates the given reaction.. This data is from Catalyst prediction with 721,799 reactions and 888 catalyst types from USPTO. Product: [CH3:12][O:11][C:4]1[CH:3]=[C:2]([CH:7]=[CH:6][C:5]=1[N+:8]([O-:10])=[O:9])[O:13][CH:14]1[CH2:15][N:16]([C:18]([O:20][C:21]([CH3:24])([CH3:23])[CH3:22])=[O:19])[CH2:17]1. The catalyst class is: 596. Reactant: F[C:2]1[CH:7]=[CH:6][C:5]([N+:8]([O-:10])=[O:9])=[C:4]([O:11][CH3:12])[CH:3]=1.[OH:13][CH:14]1[CH2:17][N:16]([C:18]([O:20][C:21]([CH3:24])([CH3:23])[CH3:22])=[O:19])[CH2:15]1.[OH-].[K+].O.